This data is from Forward reaction prediction with 1.9M reactions from USPTO patents (1976-2016). The task is: Predict the product of the given reaction. (1) Given the reactants [C:1]([OH:10])(=O)[C:2]1[C:3](=[CH:5][CH:6]=[CH:7][CH:8]=1)[NH2:4].[CH3:11][NH2:12].[CH3:13][O:14][C:15]1[CH:22]=[CH:21][C:18]([CH:19]=O)=[CH:17][CH:16]=1.OC1[CH2:29][CH2:28][N:27](C(OC(C)(C)C)=O)[CH2:26][CH2:25]1.C(O[C:40]1(O[Si](C)(C)C)[CH2:42][CH2:41]1)C, predict the reaction product. The product is: [CH3:11][N:12]1[C:1](=[O:10])[C:2]2[C:3](=[CH:5][CH:6]=[CH:7][CH:8]=2)[N:4]=[C:19]1[C:18]1[CH:21]=[CH:22][C:15]([O:14][CH:13]2[CH2:29][CH2:28][N:27]([CH:40]3[CH2:41][CH2:42]3)[CH2:26][CH2:25]2)=[CH:16][CH:17]=1. (2) Given the reactants [S:1]([N:11]1[C:15]2=[N:16][CH:17]=[C:18]([NH:20][C:21](=[O:27])[O:22][C:23]([CH3:26])([CH3:25])[CH3:24])[N:19]=[C:14]2[CH:13]=[CH:12]1)([C:4]1[CH:10]=[CH:9][C:7]([CH3:8])=[CH:6][CH:5]=1)(=[O:3])=[O:2].[H-].[Na+].Br[CH2:31][C:32]([CH:34]1[CH2:38][CH:37]([N:39]([CH2:47][C:48]2[CH:53]=[CH:52][CH:51]=[CH:50][CH:49]=2)[CH2:40][C:41]2[CH:46]=[CH:45][CH:44]=[CH:43][CH:42]=2)[CH2:36][CH:35]1[CH3:54])=[O:33], predict the reaction product. The product is: [CH2:47]([N:39]([CH2:40][C:41]1[CH:42]=[CH:43][CH:44]=[CH:45][CH:46]=1)[CH:37]1[CH2:38][CH:34]([C:32](=[O:33])[CH2:31][N:20]([C:18]2[N:19]=[C:14]3[CH:13]=[CH:12][N:11]([S:1]([C:4]4[CH:5]=[CH:6][C:7]([CH3:8])=[CH:9][CH:10]=4)(=[O:3])=[O:2])[C:15]3=[N:16][CH:17]=2)[C:21](=[O:27])[O:22][C:23]([CH3:24])([CH3:26])[CH3:25])[CH:35]([CH3:54])[CH2:36]1)[C:48]1[CH:49]=[CH:50][CH:51]=[CH:52][CH:53]=1. (3) Given the reactants [CH2:1]([C:6]1[CH:11]=[CH:10][C:9]([CH2:12][CH2:13][N:14]2[C:18]([CH3:19])=[CH:17][CH:16]=[C:15]2[C:20]2[CH:25]=[CH:24][C:23]([O:26][C@H:27]([CH2:31][C:32]3[CH:37]=[CH:36][CH:35]=[CH:34][CH:33]=3)[C:28]([OH:30])=[O:29])=[CH:22][CH:21]=2)=[CH:8][CH:7]=1)[CH2:2][CH2:3][CH2:4][CH3:5].[OH-].[Na+:39].C(O)C, predict the reaction product. The product is: [CH2:1]([C:6]1[CH:7]=[CH:8][C:9]([CH2:12][CH2:13][N:14]2[C:18]([CH3:19])=[CH:17][CH:16]=[C:15]2[C:20]2[CH:21]=[CH:22][C:23]([O:26][C@H:27]([CH2:31][C:32]3[CH:33]=[CH:34][CH:35]=[CH:36][CH:37]=3)[C:28]([O-:30])=[O:29])=[CH:24][CH:25]=2)=[CH:10][CH:11]=1)[CH2:2][CH2:3][CH2:4][CH3:5].[Na+:39]. (4) Given the reactants [OH:1][C:2]1[CH:3]=[N:4][N:5]([CH:7]2[CH2:12][CH2:11][N:10]([C:13]([O:15][C:16]([CH3:19])([CH3:18])[CH3:17])=[O:14])[CH2:9][CH2:8]2)[CH:6]=1.Cl[C:21]1[N:22]=[C:23]([OH:31])[C:24]2[CH:30]=[CH:29][N:28]=[CH:27][C:25]=2[N:26]=1, predict the reaction product. The product is: [OH:31][C:23]1[C:24]2[CH:30]=[CH:29][N:28]=[CH:27][C:25]=2[N:26]=[C:21]([O:1][C:2]2[CH:3]=[N:4][N:5]([CH:7]3[CH2:8][CH2:9][N:10]([C:13]([O:15][C:16]([CH3:19])([CH3:18])[CH3:17])=[O:14])[CH2:11][CH2:12]3)[CH:6]=2)[N:22]=1. (5) Given the reactants C(Cl)(=O)C(Cl)=O.[F:7][C:8]([F:20])([F:19])[C:9]1[CH:10]=[C:11]([CH2:15][C:16]([OH:18])=O)[CH:12]=[CH:13][CH:14]=1.[Br:21][C:22]1[C:28]([Br:29])=[CH:27][CH:26]=[CH:25][C:23]=1[NH2:24].C(N(CC)C(C)C)(C)C, predict the reaction product. The product is: [Br:21][C:22]1[C:28]([Br:29])=[CH:27][CH:26]=[CH:25][C:23]=1[NH:24][C:16](=[O:18])[CH2:15][C:11]1[CH:12]=[CH:13][CH:14]=[C:9]([C:8]([F:7])([F:20])[F:19])[CH:10]=1. (6) Given the reactants Cl[C:2]1[C:7]([CH:8]=O)=[C:6]([Cl:10])[N:5]=[C:4]([S:11][CH3:12])[N:3]=1.C(N(CC)CC)C.[F:20][C:21]1[CH:27]=[C:26]([F:28])[CH:25]=[CH:24][C:22]=1[NH2:23].F[C:30](F)(F)[CH2:31][O:32]P(CC(OC)=O)(OCC(F)(F)F)=O, predict the reaction product. The product is: [Cl:10][C:6]1[C:7]2[CH:8]=[CH:30][C:31](=[O:32])[N:23]([C:22]3[CH:24]=[CH:25][C:26]([F:28])=[CH:27][C:21]=3[F:20])[C:2]=2[N:3]=[C:4]([S:11][CH3:12])[N:5]=1. (7) Given the reactants [CH3:1][O:2][C:3](=[O:36])[C@@H:4]([NH:23][C:24]([C:26]1([CH2:31][CH2:32][N:33]=[N+]=[N-])[CH2:30][CH2:29][CH2:28][CH2:27]1)=[O:25])[CH2:5][C:6]1[CH:11]=[CH:10][C:9]([NH:12][C:13](=[O:22])[C:14]2[C:19]([Cl:20])=[CH:18][CH:17]=[CH:16][C:15]=2[Cl:21])=[CH:8][CH:7]=1.CP(C)C.O, predict the reaction product. The product is: [CH3:1][O:2][C:3](=[O:36])[C@@H:4]([NH:23][C:24]([C:26]1([CH2:31][CH2:32][NH2:33])[CH2:27][CH2:28][CH2:29][CH2:30]1)=[O:25])[CH2:5][C:6]1[CH:7]=[CH:8][C:9]([NH:12][C:13](=[O:22])[C:14]2[C:15]([Cl:21])=[CH:16][CH:17]=[CH:18][C:19]=2[Cl:20])=[CH:10][CH:11]=1. (8) Given the reactants Br[CH2:2][C:3]1[S:4][CH:5]=[C:6]([C:8]([O:10][CH2:11][CH3:12])=[O:9])[N:7]=1.[C:13]([O-:16])(=[O:15])[CH3:14].[K+], predict the reaction product. The product is: [C:13]([O:16][CH2:2][C:3]1[S:4][CH:5]=[C:6]([C:8]([O:10][CH2:11][CH3:12])=[O:9])[N:7]=1)(=[O:15])[CH3:14].